Dataset: Full USPTO retrosynthesis dataset with 1.9M reactions from patents (1976-2016). Task: Predict the reactants needed to synthesize the given product. (1) The reactants are: [F:8][C:7]([F:10])([F:9])[C:6](O[C:6](=[O:11])[C:7]([F:10])([F:9])[F:8])=[O:11].[Cl:14][C:15]1[CH:16]=[C:17]([F:44])[C:18]([C:38]2[N:42]=[C:41]([CH3:43])[O:40][N:39]=2)=[C:19]([C:21]2[CH:22]=[C:23]([F:37])[C:24]([C@H:27]([NH:29][C:30]([C:32]3([NH2:36])[CH2:35][O:34][CH2:33]3)=[O:31])[CH3:28])=[N:25][CH:26]=2)[CH:20]=1.C(N(CC)CC)C. Given the product [Cl:14][C:15]1[CH:16]=[C:17]([F:44])[C:18]([C:38]2[N:42]=[C:41]([CH3:43])[O:40][N:39]=2)=[C:19]([C:21]2[CH:22]=[C:23]([F:37])[C:24]([C@H:27]([NH:29][C:30]([C:32]3([NH:36][C:6](=[O:11])[C:7]([F:8])([F:9])[F:10])[CH2:35][O:34][CH2:33]3)=[O:31])[CH3:28])=[N:25][CH:26]=2)[CH:20]=1, predict the reactants needed to synthesize it. (2) Given the product [Si:1]([O:8][C@H:9]1[CH2:18][C:17]([CH3:19])([CH3:20])[CH2:16][C:15]2[N:14]=[C:13]([CH:21]([CH3:22])[CH3:23])[C:12]([C@H:24]([C:28]3[CH:33]=[CH:32][C:31]([CH2:34][CH:35]([CH3:37])[CH3:36])=[CH:30][CH:29]=3)[OH:25])=[C:11]([I:26])[C:10]1=2)([C:4]([CH3:5])([CH3:6])[CH3:7])([CH3:3])[CH3:2], predict the reactants needed to synthesize it. The reactants are: [Si:1]([O:8][C@H:9]1[CH2:18][C:17]([CH3:20])([CH3:19])[CH2:16][C:15]2[N:14]=[C:13]([CH:21]([CH3:23])[CH3:22])[C:12]([CH:24]=[O:25])=[C:11]([I:26])[C:10]1=2)([C:4]([CH3:7])([CH3:6])[CH3:5])([CH3:3])[CH3:2].I[C:28]1[CH:33]=[CH:32][C:31]([CH2:34][CH:35]([CH3:37])[CH3:36])=[CH:30][CH:29]=1.